Dataset: Forward reaction prediction with 1.9M reactions from USPTO patents (1976-2016). Task: Predict the product of the given reaction. (1) Given the reactants BrCCBr.[C:5]([O:8][CH2:9]Br)(=[O:7])[CH3:6].[Br-].C(OC[Zn+])(=O)C.Cl[C:19]1[N:24]=[C:23]([O:25][C:26]2[C:27]([F:36])=[C:28]3[C:32](=[CH:33][CH:34]=2)[NH:31][C:30]([CH3:35])=[CH:29]3)[CH:22]=[CH:21][N:20]=1.COC1C=CC=C(OC)C=1C1C=CC=CC=1P(C1CCCCC1)C1CCCCC1.[NH4+].[Cl-], predict the reaction product. The product is: [C:5]([O:8][CH2:9][C:19]1[N:24]=[C:23]([O:25][C:26]2[C:27]([F:36])=[C:28]3[C:32](=[CH:33][CH:34]=2)[NH:31][C:30]([CH3:35])=[CH:29]3)[CH:22]=[CH:21][N:20]=1)(=[O:7])[CH3:6]. (2) Given the reactants [Cl:1][C:2]1[CH:7]=[CH:6][C:5]([CH2:8][O:9][CH3:10])=[N+:4]([O-])[C:3]=1[C:12]([O:14][CH3:15])=[O:13].P(Cl)(Cl)([Cl:18])=O, predict the reaction product. The product is: [Cl:1][C:2]1[C:3]([C:12]([O:14][CH3:15])=[O:13])=[N:4][C:5]([CH2:8][O:9][CH3:10])=[CH:6][C:7]=1[Cl:18].